The task is: Regression/Classification. Given a drug SMILES string, predict its absorption, distribution, metabolism, or excretion properties. Task type varies by dataset: regression for continuous measurements (e.g., permeability, clearance, half-life) or binary classification for categorical outcomes (e.g., BBB penetration, CYP inhibition). Dataset: cyp2c9_veith.. This data is from CYP2C9 inhibition data for predicting drug metabolism from PubChem BioAssay. (1) The drug is CCOC(=O)C1=C(c2ccccc2)OC(N)=C(C#N)C1c1ccc(Cl)s1. The result is 0 (non-inhibitor). (2) The drug is CCNc1ncc2nc(-c3ccc(F)cc3)c(=O)n(C[C@H]3CCCO3)c2n1. The result is 0 (non-inhibitor). (3) The drug is Cc1ccc(/C=C/c2ccc(=O)n(Cc3ccc(Cl)cc3Cl)n2)cc1. The result is 1 (inhibitor). (4) The compound is CC(C)(Oc1ccc(Cl)cc1)C(=O)Nc1ccncc1. The result is 1 (inhibitor). (5) The drug is Cc1nn(C)c(Oc2ccc(Cl)cc2)c1C(=O)Nc1ccc(F)cc1F. The result is 1 (inhibitor). (6) The compound is CSc1nc(C)cc(Nc2ccc(O)c(CN3CCOCC3)c2)n1. The result is 0 (non-inhibitor). (7) The compound is CCC(=O)[C@@]1(C)[C@H](C)C[C@@H]2[C@@H]3CCC4=CC(=O)C=C[C@@]4(C)[C@H]3[C@H](O)C[C@]21C. The result is 0 (non-inhibitor).